Dataset: Forward reaction prediction with 1.9M reactions from USPTO patents (1976-2016). Task: Predict the product of the given reaction. (1) Given the reactants [CH3:1][C:2]1[CH:3]=[C:4]([NH:9][C:10]2[C:15]([C:16]#[N:17])=[C:14]([S:18][CH3:19])[N:13]=[C:12]([S:20][CH2:21][CH3:22])[N:11]=2)[CH:5]=[C:6]([CH3:8])[CH:7]=1.OO.C([O-])([O-])=[O:26].[K+].[K+], predict the reaction product. The product is: [CH3:8][C:6]1[CH:5]=[C:4]([NH:9][C:10]2[C:15]([C:16]([NH2:17])=[O:26])=[C:14]([S:18][CH3:19])[N:13]=[C:12]([S:20][CH2:21][CH3:22])[N:11]=2)[CH:3]=[C:2]([CH3:1])[CH:7]=1. (2) Given the reactants [Cl:1][C:2]1[CH:7]=[C:6]([F:8])[CH:5]=[CH:4][C:3]=1[CH2:9][CH3:10].Cl[CH:12](Cl)[O:13]C, predict the reaction product. The product is: [Cl:1][C:2]1[C:3]([CH2:9][CH3:10])=[CH:4][C:5]([CH:12]=[O:13])=[C:6]([F:8])[CH:7]=1. (3) Given the reactants [CH3:1][O:2][C:3]1[CH:4]=[C:5]([N+:16]([O-:18])=[O:17])[CH:6]=[C:7]2[C:12]=1[NH:11][CH:10]=[C:9]([C:13]#[N:14])[C:8]2=O.O=P(Cl)(Cl)[Cl:21], predict the reaction product. The product is: [Cl:21][C:8]1[C:7]2[C:12](=[C:3]([O:2][CH3:1])[CH:4]=[C:5]([N+:16]([O-:18])=[O:17])[CH:6]=2)[N:11]=[CH:10][C:9]=1[C:13]#[N:14].